From a dataset of Experimentally validated miRNA-target interactions with 360,000+ pairs, plus equal number of negative samples. Binary Classification. Given a miRNA mature sequence and a target amino acid sequence, predict their likelihood of interaction. (1) Result: 0 (no interaction). The protein sequence of the target gene is MAGENFATPFHGHVGRGAFSDVYEPAEDTFLLLDALEAAAAELAGVEICLEVGSGSGVVSAFLASMIGPQALYMCTDINPEAAACTLETARCNKVHIQPVITDLVKGLLPRLTEKVDLLVFNPPYVVTPPQEVGSHGIEAAWAGGRNGREVMDRFFPLVPDLLSPRGLFYLVTIKENNPEEILKIMKTKGLQGTTALSRQAGQETLSVLKFTKS. The miRNA is hsa-miR-3615 with sequence UCUCUCGGCUCCUCGCGGCUC. (2) Result: 0 (no interaction). The protein sequence of the target gene is MSELNTKTSPATNQAAGQEEKGKAGNVKKAEEEEEIDIDLTAPETEKAALAIQGKFRRFQKRKKDPSS. The miRNA is hsa-miR-1233-5p with sequence AGUGGGAGGCCAGGGCACGGCA. (3) The miRNA is hsa-miR-3938 with sequence AAUUCCCUUGUAGAUAACCCGG. The protein sequence of the target gene is MASESDTEEFYDAPEDVHLGGGYPVGSPGKVGLSTFKETENTAYKVGNESPVQELKQDVSKKIIESIIEESQKVLQLEDDSLDSKGKELSDQATASPIVARTDLSNIPGLLAIDQVLPEESQKAESQNTFEETELELKKCFPSDETCEKPVDETTKLTQTSSTEQLNVLETETEVLNKEAVEVKGGGDVLEPVSSDSLSTKDFAAVEEVAPAKPPRHLTPEPDIVASTKKPVPARPPPPTNFPPPRPPPPSRPAPPPRKRKSELEFETLKTPDIDVPKENITSDSLLTASMASESTVKDS.... Result: 0 (no interaction). (4) The protein sequence of the target gene is MEQSCEEEKEPEPQKNIQETKQVDDEDAELIFVGVEHVNEDAELIFVGVTSNSKPVVSNILNRVTPGSWSRRKKYDHLRKDTARKLQPKSHETVTSEAVTVLPASQLESRSTDSPIIIEPLSKPDYRNSSPQVVPNNSSELPSPLITFTDSLHHPVSTALSVGGINESPRVSKQLSTFEVNSINPKRAKLRDGIIEGNSSASFPSDTFHTMNTQQSTPSNNVHTSLSHVQNGAPFPAAFPKDNIHFKPINTNLDRENELAKTDILSLTSQNKTFDPKKENPIVLLSDFYYGQHKGEGQPE.... The miRNA is hsa-miR-20a-5p with sequence UAAAGUGCUUAUAGUGCAGGUAG. Result: 1 (interaction). (5) The miRNA is hsa-miR-6515-3p with sequence UCUCUUCAUCUACCCCCCAG. The protein sequence of the target gene is MGAHLTRRYLWDASVEPDPEKIPSFPPDLGFPERKERVMVATQQEMMDAQLTLQQRDYCAHYLIRLLKCKRDSFPNFLACKHEQHDWDYCEHLDYVKRMKEFERERRLLQRKKRRALKEARVAQGQGEGEVGPEVAL. Result: 0 (no interaction). (6) The miRNA is hsa-miR-548d-5p with sequence AAAAGUAAUUGUGGUUUUUGCC. The protein sequence of the target gene is MFACAKLACTPSLIRAGSRVAYRPISASVLSRPEASRTGEGSTVFNGAQNGVSQLIQREFQTSAISRDIDTAAKFIGAGAATVGVAGSGAGIGTVFGSLIIGYARNPSLKQQLFSYAILGFALSEAMGLFCLMVAFLILFAM. Result: 1 (interaction). (7) The miRNA is hsa-miR-1185-5p with sequence AGAGGAUACCCUUUGUAUGUU. The protein sequence of the target gene is MGPRQGRWWLLLWLPPLATLPVRGEAAAAALSVRRCKALKEKDLIRTSESDCYCYNQNSQVEWKYIWSTMQVKITSPGLFRIVYIAERHNCQYPENILSFIKCVIHNFWIPKESNEITIIINPYRETVCFSVEPVKKIFNYMIHVNRNIMDFKLFLVFVAGVFLFFYARTLSQSPTFYYSSGTVLGVLMTLVFVLLLVKRFIPKYSTFWALMVGCWFASVYIVCQLMEDLKWLWYENRIYVLGYVLIVGFFSFVVCYKHGPLADDRSRSLLMWMLRLLSLVLVYAGVAVPQFAYAAIILL.... Result: 0 (no interaction). (8) The miRNA is hsa-miR-374b-5p with sequence AUAUAAUACAACCUGCUAAGUG. The protein sequence of the target gene is MPRQLSAAAALFASLAVILHDGSQMRAKAFPETRDYSQPTAAATVQDIKKPVQQPAKQAPHQTLAARFMDGHITFQTAATVKIPTTTPATTKNTATTSPITYTLVTTQATPNNSHTAPPVTEVTVGPSLAPYSLPPTITPPAHTTGTSSSTVSHTTGNTTQPSNQTTLPATLSIALHKSTTGQKPVQPTHAPGTTAAAHNTTRTAAPASTVPGPTLAPQPSSVKTGIYQVLNGSRLCIKAEMGIQLIVQDKESVFSPRRYFNIDPNATQASGNCGTRKSNLLLNFQGGFVNLTFTKDEES.... Result: 1 (interaction).